The task is: Predict the reactants needed to synthesize the given product.. This data is from Full USPTO retrosynthesis dataset with 1.9M reactions from patents (1976-2016). (1) Given the product [NH2:1][CH:4]([C:6]1[N:7]=[C:8]2[S:22][CH:21]=[CH:20][N:9]2[C:10](=[O:19])[C:11]=1[C:12]1[CH:17]=[CH:16][CH:15]=[C:14]([F:18])[CH:13]=1)[CH3:5], predict the reactants needed to synthesize it. The reactants are: [N:1]([CH:4]([C:6]1[N:7]=[C:8]2[S:22][CH:21]=[CH:20][N:9]2[C:10](=[O:19])[C:11]=1[C:12]1[CH:17]=[CH:16][CH:15]=[C:14]([F:18])[CH:13]=1)[CH3:5])=[N+]=[N-].CP(C)C.C(OCC)(=O)C. (2) Given the product [CH3:23][C:21]1[NH:20][N:19]=[C:18]([NH:17][C:1]2[NH:2][C:14](=[O:16])[C:5]3[C:4](=[C:13]4[C:8](=[CH:7][CH:6]=3)[O:9][CH2:10][CH2:11][O:12]4)[CH:3]=2)[CH:22]=1, predict the reactants needed to synthesize it. The reactants are: [C:1]([CH2:3][C:4]1[C:13]2[O:12][CH2:11][CH2:10][O:9][C:8]=2[CH:7]=[CH:6][C:5]=1[C:14]([OH:16])=O)#[N:2].[NH2:17][C:18]1[CH:22]=[C:21]([CH3:23])[NH:20][N:19]=1. (3) Given the product [Cl:1][C:2]1[CH:3]=[C:4]([N:10]2[CH:18]([CH:19]3[CH2:20][CH2:21][CH2:22][CH2:23]3)[CH:17]3[C:12]([C:13]4[CH:27]=[CH:26][C:25]([C:28]([O:30][CH2:32][C:31]([O:35][CH2:36][CH3:37])=[O:34])=[O:29])=[CH:24][C:14]=4[CH2:15][CH2:16]3)=[N:11]2)[CH:5]=[CH:6][C:7]=1[C:8]#[N:9], predict the reactants needed to synthesize it. The reactants are: [Cl:1][C:2]1[CH:3]=[C:4]([N:10]2[CH:18]([CH:19]3[CH2:23][CH2:22][CH2:21][CH2:20]3)[CH:17]3[C:12]([C:13]4[CH:27]=[CH:26][C:25]([C:28]([OH:30])=[O:29])=[CH:24][C:14]=4[CH2:15][CH2:16]3)=[N:11]2)[CH:5]=[CH:6][C:7]=1[C:8]#[N:9].[C:31]([O:35][CH2:36][CH3:37])(=[O:34])[CH2:32]O. (4) The reactants are: [Br:1][C:2]1[CH:7]=[CH:6][C:5]([C@@H:8]2[CH2:11][C@H:10](O)[CH2:9]2)=[CH:4][C:3]=1[F:13].[NH3:14]. Given the product [Br:1][C:2]1[CH:7]=[CH:6][C:5]([C@H:8]2[CH2:11][C@H:10]([N:14]3[CH2:6][CH2:7][CH2:2][C@H:3]3[CH3:4])[CH2:9]2)=[CH:4][C:3]=1[F:13], predict the reactants needed to synthesize it. (5) Given the product [CH:22]1([C:27]2[C:31]([CH2:32][O:1][C:2]3[CH:7]=[CH:6][C:5]([C:8]4[CH:9]=[C:10]5[C:15](=[CH:16][CH:17]=4)[N:14]=[C:13]([C:18]([O:20][CH3:21])=[O:19])[CH:12]=[CH:11]5)=[CH:4][CH:3]=3)=[C:30]([CH:34]3[CH2:35][CH2:36][CH2:37][CH2:38]3)[O:29][N:28]=2)[CH2:26][CH2:25][CH2:24][CH2:23]1, predict the reactants needed to synthesize it. The reactants are: [OH:1][C:2]1[CH:7]=[CH:6][C:5]([C:8]2[CH:9]=[C:10]3[C:15](=[CH:16][CH:17]=2)[N:14]=[C:13]([C:18]([O:20][CH3:21])=[O:19])[CH:12]=[CH:11]3)=[CH:4][CH:3]=1.[CH:22]1([C:27]2[C:31]([CH2:32]O)=[C:30]([CH:34]3[CH2:38][CH2:37][CH2:36][CH2:35]3)[O:29][N:28]=2)[CH2:26][CH2:25][CH2:24][CH2:23]1.C1(P(C2C=CC=CC=2)C2C=CC=CC=2)C=CC=CC=1.N(C(OC(C)C)=O)=NC(OC(C)C)=O.